Predict the reactants needed to synthesize the given product. From a dataset of Full USPTO retrosynthesis dataset with 1.9M reactions from patents (1976-2016). (1) The reactants are: [Cl:1][C:2]1[CH:7]=[CH:6][C:5]([C:8]2[CH:13]=[C:12]([C:14]([F:17])([F:16])[F:15])[N:11]3[N:18]=[CH:19][C:20]([C:21]#[CH:22])=[C:10]3[N:9]=2)=[CH:4][CH:3]=1.Br[C:24]1[C:25]([F:35])=[CH:26][C:27]([F:34])=[C:28]([S:30]([NH2:33])(=[O:32])=[O:31])[CH:29]=1. Given the product [Cl:1][C:2]1[CH:7]=[CH:6][C:5]([C:8]2[CH:13]=[C:12]([C:14]([F:15])([F:17])[F:16])[N:11]3[N:18]=[CH:19][C:20]([C:21]#[C:22][C:24]4[C:25]([F:35])=[CH:26][C:27]([F:34])=[C:28]([S:30]([NH2:33])(=[O:31])=[O:32])[CH:29]=4)=[C:10]3[N:9]=2)=[CH:4][CH:3]=1, predict the reactants needed to synthesize it. (2) Given the product [Cl:29][C:26]1[CH:27]=[N:28][C:23]([N:20]2[CH2:19][CH2:18][CH:17]([C@H:15]3[CH2:16][C@H:14]3[CH2:13][CH2:12][NH:44][C:41]3[C:40]([CH3:59])=[CH:39][C:38]([NH2:37])=[CH:43][N:42]=3)[CH2:22][CH2:21]2)=[N:24][CH:25]=1, predict the reactants needed to synthesize it. The reactants are: CC1C=CC(S(O[CH2:12][CH2:13][C@@H:14]2[CH2:16][C@@H:15]2[CH:17]2[CH2:22][CH2:21][N:20]([C:23]3[N:28]=[CH:27][C:26]([Cl:29])=[CH:25][N:24]=3)[CH2:19][CH2:18]2)(=O)=O)=CC=1.C(OC([NH:37][C:38]1[CH:39]=[C:40]([CH3:59])[C:41]([N:44](C(OC(C)(C)C)=O)C(OC(C)(C)C)=O)=[N:42][CH:43]=1)=O)(C)(C)C. (3) Given the product [Si:1]([O:8][CH2:9][C:10]1[CH:11]=[C:12]([CH:16]=[CH:17][C:18]=1[Cl:19])[CH2:13][N:27]([CH3:28])[C:20](=[O:23])[CH3:21])([C:4]([CH3:5])([CH3:6])[CH3:7])([CH3:2])[CH3:3], predict the reactants needed to synthesize it. The reactants are: [Si:1]([O:8][CH2:9][C:10]1[CH:11]=[C:12]([CH:16]=[CH:17][C:18]=1[Cl:19])[CH2:13]CN)([C:4]([CH3:7])([CH3:6])[CH3:5])([CH3:3])[CH3:2].[C:20]([O:23]C(=O)C)(=O)[CH3:21].[N:27]1C=CC=C[CH:28]=1. (4) Given the product [Cl:16][C:11]1[CH:10]=[C:9]([CH:14]=[C:13]([Cl:15])[CH:12]=1)[O:8][C:7]1[C:2](=[O:21])[NH:3][CH:4]=[CH:5][C:6]=1[C:17]([F:20])([F:19])[F:18], predict the reactants needed to synthesize it. The reactants are: Cl[C:2]1[C:7]([O:8][C:9]2[CH:14]=[C:13]([Cl:15])[CH:12]=[C:11]([Cl:16])[CH:10]=2)=[C:6]([C:17]([F:20])([F:19])[F:18])[CH:5]=[CH:4][N:3]=1.[OH-:21].[K+]. (5) The reactants are: [CH3:1][O:2][C:3]1[CH:21]=[C:20]([O:22][CH2:23][C:24]2[CH:25]=[C:26]([C:30]3[CH:31]=[CH:32][C:33]([C:36]([O:38]C(C)(C)C)=[O:37])=[N:34][CH:35]=3)[CH:27]=[CH:28][CH:29]=2)[C:6]2[CH:7]=[C:8]([C:10]3[N:11]=[C:12]4[N:16]([CH:17]=3)[N:15]=[C:14]([O:18][CH3:19])[S:13]4)[O:9][C:5]=2[CH:4]=1.FC(F)(F)C(O)=O.C1(C)C=CC=CC=1. Given the product [CH3:1][O:2][C:3]1[CH:21]=[C:20]([O:22][CH2:23][C:24]2[CH:25]=[C:26]([C:30]3[CH:31]=[CH:32][C:33]([C:36]([OH:38])=[O:37])=[N:34][CH:35]=3)[CH:27]=[CH:28][CH:29]=2)[C:6]2[CH:7]=[C:8]([C:10]3[N:11]=[C:12]4[N:16]([CH:17]=3)[N:15]=[C:14]([O:18][CH3:19])[S:13]4)[O:9][C:5]=2[CH:4]=1, predict the reactants needed to synthesize it. (6) Given the product [CH2:1]([O:3][C:4](=[O:13])[CH:5]([C:6](=[O:8])[NH:31][O:32][CH2:14][C:15]1[CH:16]=[CH:17][CH:18]=[CH:19][CH:20]=1)[CH2:9][CH:10]([CH3:12])[CH3:11])[CH3:2], predict the reactants needed to synthesize it. The reactants are: [CH2:1]([O:3][C:4](=[O:13])[CH:5]([CH2:9][CH:10]([CH3:12])[CH3:11])[C:6]([OH:8])=O)[CH3:2].[CH2:14](NO)[C:15]1[CH:20]=[CH:19][CH:18]=[CH:17][CH:16]=1.C1C=CC2[N:31]([OH:32])N=NC=2C=1.C1CCC(N=C=NC2CCCCC2)CC1.C(N(CC)CC)C. (7) Given the product [CH3:37][NH:38][S:39]([CH2:42][C:43]1[CH:48]=[CH:47][C:46]([NH:49][C:13]([C:6]2[C:7]3[C:12](=[CH:11][CH:10]=[C:9]([N+:28]([O-:29])=[O:34])[CH:8]=3)[NH:4][N:5]=2)=[O:15])=[CH:45][CH:44]=1)(=[O:40])=[O:41], predict the reactants needed to synthesize it. The reactants are: [N+]([N:4]1[C:12]2[C:7](=[CH:8][CH:9]=[CH:10][CH:11]=2)[C:6]([C:13]([OH:15])=O)=[N:5]1)([O-])=O.C(Cl)CCl.C1C=CC2[N:28]([OH:29])N=NC=2C=1.CN1CC[O:34]CC1.[CH3:37][NH:38][S:39]([CH2:42][C:43]1[CH:48]=[CH:47][C:46]([NH2:49])=[CH:45][CH:44]=1)(=[O:41])=[O:40]. (8) The reactants are: [CH3:1][C@@:2]1([CH2:13][N:14]2[CH2:19][CH2:18][CH:17]([NH:20][C:21](=[O:27])[O:22]C(C)(C)C)[CH2:16][CH2:15]2)[O:6][C:5]2=[N:7][C:8]([N+:10]([O-:12])=[O:11])=[CH:9][N:4]2[CH2:3]1.FC(F)(F)C(O)=O.[F:35][C:36]([F:46])([F:45])[C:37]1[CH:44]=[CH:43][C:40]([CH2:41]O)=[CH:39][CH:38]=1.C(N1C=CN=C1)(N1C=CN=C1)=O. Given the product [CH3:1][C@@:2]1([CH2:13][N:14]2[CH2:15][CH2:16][CH:17]([NH:20][C:21](=[O:27])[O:22][CH2:41][C:40]3[CH:39]=[CH:38][C:37]([C:36]([F:35])([F:45])[F:46])=[CH:44][CH:43]=3)[CH2:18][CH2:19]2)[O:6][C:5]2=[N:7][C:8]([N+:10]([O-:12])=[O:11])=[CH:9][N:4]2[CH2:3]1, predict the reactants needed to synthesize it.